From a dataset of Peptide-MHC class I binding affinity with 185,985 pairs from IEDB/IMGT. Regression. Given a peptide amino acid sequence and an MHC pseudo amino acid sequence, predict their binding affinity value. This is MHC class I binding data. (1) The peptide sequence is IYCGFKFAW. The MHC is HLA-B07:02 with pseudo-sequence HLA-B07:02. The binding affinity (normalized) is 0.0847. (2) The peptide sequence is LSHCWPWFK. The MHC is HLA-B57:01 with pseudo-sequence HLA-B57:01. The binding affinity (normalized) is 0.0847. (3) The peptide sequence is NLALLYGEY. The MHC is HLA-A29:02 with pseudo-sequence HLA-A29:02. The binding affinity (normalized) is 0.545. (4) The MHC is HLA-B40:01 with pseudo-sequence HLA-B40:01. The peptide sequence is FEDLRVSSF. The binding affinity (normalized) is 0.125. (5) The peptide sequence is HVDGKILFV. The MHC is HLA-A02:03 with pseudo-sequence HLA-A02:03. The binding affinity (normalized) is 0.474.